From a dataset of Peptide-MHC class II binding affinity with 134,281 pairs from IEDB. Regression. Given a peptide amino acid sequence and an MHC pseudo amino acid sequence, predict their binding affinity value. This is MHC class II binding data. (1) The peptide sequence is AASLLDEDMDALEEA. The MHC is DRB1_0701 with pseudo-sequence DRB1_0701. The binding affinity (normalized) is 0.212. (2) The peptide sequence is NKTKNKTNWKQTWTF. The MHC is HLA-DQA10103-DQB10603 with pseudo-sequence HLA-DQA10103-DQB10603. The binding affinity (normalized) is 0.157. (3) The peptide sequence is SCWRGDSNWAQNRMK. The MHC is HLA-DQA10102-DQB10602 with pseudo-sequence HLA-DQA10102-DQB10602. The binding affinity (normalized) is 0.0905. (4) The peptide sequence is VIPEGWKADTCYESK. The MHC is HLA-DQA10101-DQB10501 with pseudo-sequence HLA-DQA10101-DQB10501. The binding affinity (normalized) is 0.352. (5) The peptide sequence is VRKNRWLLLNVTSED. The MHC is HLA-DQA10501-DQB10302 with pseudo-sequence HLA-DQA10501-DQB10302. The binding affinity (normalized) is 0.381.